From a dataset of Catalyst prediction with 721,799 reactions and 888 catalyst types from USPTO. Predict which catalyst facilitates the given reaction. (1) Reactant: [OH:1][CH2:2][CH:3]([C:10]1[C:11](=[O:49])[NH:12][C:13]2[C:18]([CH:19]=1)=[CH:17][C:16]1[C:20]([C:42]3[CH:47]=[CH:46][N:45]=[C:44]([CH3:48])[CH:43]=3)=[N:21][N:22](C(C3C=CC=CC=3)(C3C=CC=CC=3)C3C=CC=CC=3)[C:15]=1[CH:14]=2)[C:4]1[CH:9]=[CH:8][CH:7]=[CH:6][CH:5]=1.C(O)(C(F)(F)F)=O. Product: [OH:1][CH2:2][CH:3]([C:10]1[C:11](=[O:49])[NH:12][C:13]2[C:18]([CH:19]=1)=[CH:17][C:16]1[C:20]([C:42]3[CH:47]=[CH:46][N:45]=[C:44]([CH3:48])[CH:43]=3)=[N:21][NH:22][C:15]=1[CH:14]=2)[C:4]1[CH:9]=[CH:8][CH:7]=[CH:6][CH:5]=1. The catalyst class is: 2. (2) Reactant: [C:1]([O:5][C:6]([N:8]1[CH2:13][CH2:12][C:11](=[O:14])[CH2:10][CH2:9]1)=[O:7])([CH3:4])([CH3:3])[CH3:2].[Li+].CC([N-]C(C)C)C.C1(N[S:30]([C:33]([F:36])([F:35])[F:34])(=[O:32])=[O:31])C=CC=CC=1. Product: [C:1]([O:5][C:6]([N:8]1[CH2:9][CH:10]=[C:11]([O:14][S:30]([C:33]([F:36])([F:35])[F:34])(=[O:32])=[O:31])[CH2:12][CH2:13]1)=[O:7])([CH3:4])([CH3:2])[CH3:3]. The catalyst class is: 1. (3) Reactant: [Cl:1][C:2]1[CH:7]=[CH:6][CH:5]=[C:4]([Cl:8])[C:3]=1[C:9]1[CH:13]=[C:12]([C:14]2[CH:15]=[C:16]([NH:20][CH2:21][CH2:22][P:23](=[O:30])([O:27][CH2:28][CH3:29])[O:24][CH2:25][CH3:26])[CH:17]=[CH:18][CH:19]=2)[O:11][N:10]=1.C(N(CC)CC)C.[Cl:38][CH:39]([Cl:43])[C:40](Cl)=[O:41]. Product: [Cl:38][CH:39]([Cl:43])[C:40]([N:20]([CH2:21][CH2:22][P:23](=[O:30])([O:27][CH2:28][CH3:29])[O:24][CH2:25][CH3:26])[C:16]1[CH:17]=[CH:18][CH:19]=[C:14]([C:12]2[O:11][N:10]=[C:9]([C:3]3[C:4]([Cl:8])=[CH:5][CH:6]=[CH:7][C:2]=3[Cl:1])[CH:13]=2)[CH:15]=1)=[O:41]. The catalyst class is: 2. (4) Reactant: [F:1][C:2]1[CH:9]=[C:8]([S:10][C:11]([F:16])([F:15])[CH:12]([F:14])[F:13])[CH:7]=[CH:6][C:3]=1[NH:4][CH3:5].[Cl:17][C:18]1[CH:28]=[CH:27][CH:26]=[C:25]([F:29])[C:19]=1[C:20]([N:22]=[C:23]=[O:24])=[O:21].CCCCCC. Product: [Cl:17][C:18]1[CH:28]=[CH:27][CH:26]=[C:25]([F:29])[C:19]=1[C:20]([NH:22][C:23](=[O:24])[N:4]([C:3]1[CH:6]=[CH:7][C:8]([S:10][C:11]([F:16])([F:15])[CH:12]([F:14])[F:13])=[CH:9][C:2]=1[F:1])[CH3:5])=[O:21]. The catalyst class is: 27.